The task is: Predict the product of the given reaction.. This data is from Forward reaction prediction with 1.9M reactions from USPTO patents (1976-2016). Given the reactants [CH3:1][C:2]1[C:10]2[CH2:9][O:8][C:7](=[O:11])[C:6]=2[CH:5]=[CH:4][C:3]=1[C@@H:12]1[CH2:14][O:13]1.[C@@H:15]12[CH2:21][C@@H:18]([NH:19][CH2:20]1)[CH2:17][N:16]2C(OC(C)(C)C)=O, predict the reaction product. The product is: [C@@H:15]12[CH2:21][C@@H:18]([NH:19][CH2:20]1)[CH2:17][N:16]2[CH2:14][C@@H:12]([C:3]1[CH:4]=[CH:5][C:6]2[C:7](=[O:11])[O:8][CH2:9][C:10]=2[C:2]=1[CH3:1])[OH:13].